From a dataset of Catalyst prediction with 721,799 reactions and 888 catalyst types from USPTO. Predict which catalyst facilitates the given reaction. (1) Reactant: Cl.[Cl:2][C:3]1[CH:8]=[CH:7][CH:6]=[CH:5][C:4]=1[CH:9]([NH:14]C(=O)OC(C)(C)C)[CH2:10][N+:11]([O-:13])=[O:12]. Product: [ClH:2].[Cl:2][C:3]1[CH:8]=[CH:7][CH:6]=[CH:5][C:4]=1[CH:9]([NH2:14])[CH2:10][N+:11]([O-:13])=[O:12]. The catalyst class is: 346. (2) Reactant: [N:1]1([CH2:7][CH2:8][NH:9][S:10]([C:13]2[CH:18]=[CH:17][CH:16]=[C:15]([O:19][C:20]3[CH:25]=[C:24]([NH:26][C:27]4[CH:32]=[CH:31][CH:30]=[CH:29][CH:28]=4)[C:23]([N+:33]([O-])=O)=[CH:22][N:21]=3)[CH:14]=2)(=[O:12])=[O:11])[CH2:6][CH2:5][O:4][CH2:3][CH2:2]1.[H][H]. Product: [NH2:33][C:23]1[C:24]([NH:26][C:27]2[CH:32]=[CH:31][CH:30]=[CH:29][CH:28]=2)=[CH:25][C:20]([O:19][C:15]2[CH:14]=[C:13]([S:10]([NH:9][CH2:8][CH2:7][N:1]3[CH2:2][CH2:3][O:4][CH2:5][CH2:6]3)(=[O:11])=[O:12])[CH:18]=[CH:17][CH:16]=2)=[N:21][CH:22]=1. The catalyst class is: 19. (3) Reactant: [H-].[Na+].[NH:3]1[C:11]2[C:6](=[CH:7][CH:8]=[CH:9][CH:10]=2)[CH:5]=[CH:4]1.I[CH2:13][CH2:14][O:15][CH3:16]. Product: [CH3:16][O:15][CH2:14][CH2:13][N:3]1[C:11]2[C:6](=[CH:7][CH:8]=[CH:9][CH:10]=2)[CH:5]=[CH:4]1. The catalyst class is: 3. (4) Reactant: [CH:1]1[CH:2]=[CH:3][C:4]([C@@H:7]2[N:16]([C:17]([O:19][C@@H:20]3[CH:25]4[CH2:26][CH2:27][N:22]([CH2:23][CH2:24]4)[CH2:21]3)=[O:18])[CH2:15][CH2:14][C:13]3[CH:12]=[CH:11][CH:10]=[CH:9][C:8]2=3)=[CH:5][CH:6]=1.[C:28]([OH:35])(=[O:34])[CH2:29][CH2:30][C:31]([OH:33])=[O:32]. Product: [CH:1]1[CH:6]=[CH:5][C:4]([C@@H:7]2[N:16]([C:17]([O:19][C@@H:20]3[CH:25]4[CH2:24][CH2:23][N:22]([CH2:27][CH2:26]4)[CH2:21]3)=[O:18])[CH2:15][CH2:14][C:13]3[CH:12]=[CH:11][CH:10]=[CH:9][C:8]2=3)=[CH:3][CH:2]=1.[CH2:29]([C:28]([OH:35])=[O:34])[CH2:30][C:31]([OH:33])=[O:32]. The catalyst class is: 114. (5) Product: [N:1]1([CH2:7][C:8]2[CH:17]=[C:16]3[C:11]4=[C:10]([O:15][CH2:14][CH2:13][N:12]4[CH:28]=[C:22]([C:23]([O:25][CH2:26][CH3:27])=[O:24])[C:21]3=[O:20])[CH:9]=2)[CH2:2][CH2:3][O:4][CH2:5][CH2:6]1. The catalyst class is: 8. Reactant: [N:1]1([CH2:7][C:8]2[CH:17]=[CH:16][C:11]3[NH:12][CH2:13][CH2:14][O:15][C:10]=3[CH:9]=2)[CH2:6][CH2:5][O:4][CH2:3][CH2:2]1.C([O:20][CH:21]=[C:22]([C:28](OCC)=O)[C:23]([O:25][CH2:26][CH3:27])=[O:24])C. (6) Reactant: [F:1][C:2]1[CH:3]=[C:4]([CH:8]=[CH:9][N:10]=1)[C:5]([OH:7])=O.C1C=NC2N(O)N=NC=2C=1.CCN=C=NCCCN(C)C.Cl.Cl.[C:34]([C:36]1[CH:37]=[C:38]([C:41]2[O:45][N:44]=[C:43]([C@H:46]3[CH2:51][CH2:50][CH2:49][NH:48][CH2:47]3)[N:42]=2)[NH:39][CH:40]=1)#[N:35].C(N(CC)CC)C. Product: [F:1][C:2]1[CH:3]=[C:4]([C:5]([N:48]2[CH2:49][CH2:50][CH2:51][C@H:46]([C:43]3[N:42]=[C:41]([C:38]4[NH:39][CH:40]=[C:36]([C:34]#[N:35])[CH:37]=4)[O:45][N:44]=3)[CH2:47]2)=[O:7])[CH:8]=[CH:9][N:10]=1. The catalyst class is: 2. (7) Reactant: S(O)(O)(=O)=[O:2].[CH3:6][S:7][C:8](=[NH:10])[NH2:9].N1C=CC=CC=1.Cl[C:18](=[O:23])[C:19]([O:21][CH3:22])=[O:20].[C:24]([O:27][CH2:28]C)(=[O:26])[CH3:25]. Product: [CH3:22][O:21][C:19](=[O:20])[C:18]([NH:10]/[C:8](=[N:9]/[C:25](=[O:2])[C:24]([O:27][CH3:28])=[O:26])/[S:7][CH3:6])=[O:23]. The catalyst class is: 4. (8) Reactant: [Si]([O:8][C@H:9]([C:36]1[CH:41]=[CH:40][C:39]([OH:42])=[C:38]([CH2:43][OH:44])[CH:37]=1)[CH2:10][NH:11][C@H:12]([CH3:35])[CH2:13][C:14]1[CH:15]=[C:16]([CH2:20][CH2:21][C:22]([NH:24][CH2:25][C:26]2[CH:31]=[CH:30][CH:29]=[CH:28][C:27]=2[O:32][CH2:33][CH3:34])=[O:23])[CH:17]=[CH:18][CH:19]=1)(C(C)(C)C)(C)C.CO.O.ClCCl. Product: [NH3:11].[CH2:33]([O:32][C:27]1[CH:28]=[CH:29][CH:30]=[CH:31][C:26]=1[CH2:25][NH:24][C:22](=[O:23])[CH2:21][CH2:20][C:16]1[CH:17]=[CH:18][CH:19]=[C:14]([CH2:13][C@H:12]([NH:11][CH2:10][C@H:9]([OH:8])[C:36]2[CH:41]=[CH:40][C:39]([OH:42])=[C:38]([CH2:43][OH:44])[CH:37]=2)[CH3:35])[CH:15]=1)[CH3:34]. The catalyst class is: 5.